Dataset: Full USPTO retrosynthesis dataset with 1.9M reactions from patents (1976-2016). Task: Predict the reactants needed to synthesize the given product. (1) Given the product [NH2:26][C:23]1[N:24]=[CH:25][C:20]([C:18]2[CH:17]=[N:16][N:15]([C@H:12]3[CH2:13][CH2:14][C@H:9]([OH:8])[CH2:10][CH2:11]3)[CH:19]=2)=[C:21]2[CH:29]=[C:28]([C:41]3[C:34]4=[CH:33][N:32]([CH3:31])[C:37](=[O:38])[CH:36]=[C:35]4[S:39][CH:40]=3)[O:27][C:22]=12, predict the reactants needed to synthesize it. The reactants are: [Si]([O:8][C@H:9]1[CH2:14][CH2:13][C@H:12]([N:15]2[CH:19]=[C:18]([C:20]3[CH:25]=[N:24][C:23]([NH2:26])=[C:22]4[O:27][C:28](Cl)=[CH:29][C:21]=34)[CH:17]=[N:16]2)[CH2:11][CH2:10]1)(C(C)(C)C)(C)C.[CH3:31][N:32]1[C:37](=[O:38])[CH:36]=[C:35]2[S:39][CH:40]=[C:41](B3OC(C)(C)C(C)(C)O3)[C:34]2=[CH:33]1. (2) Given the product [Cl-:35].[Cl-:35].[S:26]([CH2:37][CH2:38][NH:39][C:40](=[O:45])[CH2:41][CH2:42][CH2:43][N+:1]1[C:10]2[C:5](=[CH:6][CH:7]=[CH:8][CH:9]=2)[C:4]([N:11]=[N:12][C:13]2[CH:18]=[CH:17][C:16]([N:19]([CH2:49][CH2:47][OH:48])[CH2:20][CH2:21][OH:22])=[CH:15][CH:14]=2)=[CH:3][CH:2]=1)[S:27][CH2:28][CH2:29][NH:30][C:31](=[O:36])[CH2:32][CH2:33][CH2:34][N+:1]1[C:10]2[C:5](=[CH:6][CH:7]=[CH:8][CH:9]=2)[C:4]([N:11]=[N:12][C:13]2[CH:14]=[CH:15][C:16]([N:19]([CH2:23][CH2:24][OH:25])[CH2:20][CH2:21][OH:22])=[CH:17][CH:18]=2)=[CH:3][CH:2]=1, predict the reactants needed to synthesize it. The reactants are: [N:1]1[C:10]2[C:5](=[CH:6][CH:7]=[CH:8][CH:9]=2)[C:4]([N:11]=[N:12][C:13]2[CH:18]=[CH:17][C:16]([N:19]([CH2:23][CH2:24][OH:25])[CH2:20][CH2:21][OH:22])=[CH:15][CH:14]=2)=[CH:3][CH:2]=1.[S:26]([CH2:37][CH2:38][NH:39][C:40](=[O:45])[CH2:41][CH2:42][CH2:43]Cl)[S:27][CH2:28][CH2:29][NH:30][C:31](=[O:36])[CH2:32][CH2:33][CH2:34][Cl:35].C[C:47]([CH3:49])=[O:48]. (3) Given the product [NH2:4][CH2:3][CH:2]([C:15]1[CH:16]=[N:17][CH:18]=[CH:19][CH:20]=1)[OH:1], predict the reactants needed to synthesize it. The reactants are: [O:1]=[C:2]([C:15]1[CH:16]=[N:17][CH:18]=[CH:19][CH:20]=1)[CH2:3][N:4]1C(=O)C2C(=CC=CC=2)C1=O.[BH4-].[Na+].Cl. (4) The reactants are: [ClH:1].[F:2][C:3]1[CH:4]=[C:5]([C:10]2[C:18]3[C:13](=[CH:14][C:15]([O:19][CH2:20][CH2:21]C4C=CC=CC=4)=[CH:16][CH:17]=3)[C:12](=[O:28])[C:11]=2[C:29]2[CH:30]=[N:31][CH:32]=[CH:33][CH:34]=2)[CH:6]=[C:7]([F:9])[CH:8]=1.BrC1C(=O)C2C(C=1C1C=CC=CC=1)=CC=C(O)C=2.[N:53]1(CCO)[CH2:58][CH2:57][CH2:56][CH2:55][CH2:54]1. Given the product [ClH:1].[F:2][C:3]1[CH:4]=[C:5]([C:10]2[C:18]3[C:13](=[CH:14][C:15]([O:19][CH2:20][CH2:21][N:53]4[CH2:58][CH2:57][CH2:56][CH2:55][CH2:54]4)=[CH:16][CH:17]=3)[C:12](=[O:28])[C:11]=2[C:29]2[CH:30]=[N:31][CH:32]=[CH:33][CH:34]=2)[CH:6]=[C:7]([F:9])[CH:8]=1, predict the reactants needed to synthesize it. (5) Given the product [CH3:25][C:24]1[C:12]2[N:11]=[C:10]([C@@H:8]([NH2:7])[CH3:9])[N:14]([C:15]3[CH:20]=[CH:19][CH:18]=[CH:17][CH:16]=3)[C:13]=2[CH:21]=[CH:22][CH:23]=1, predict the reactants needed to synthesize it. The reactants are: C(OC(=O)[NH:7][C@H:8]([C:10]1[N:14]([C:15]2[CH:20]=[CH:19][CH:18]=[CH:17][CH:16]=2)[C:13]2[CH:21]=[CH:22][CH:23]=[C:24]([CH3:25])[C:12]=2[N:11]=1)[CH3:9])(C)(C)C.C(O)(C(F)(F)F)=O. (6) The reactants are: C(OC(=O)[NH:7][C:8]1[CH:13]=[C:12]([Cl:14])[C:11]([C:15]([F:18])([F:17])[F:16])=[CH:10][C:9]=1[NH:19][C:20](=[O:38])[CH2:21][C:22]([C:24]1[CH:29]=[CH:28][CH:27]=[C:26]([C:30]2[C:35]([CH3:36])=[CH:34][N:33]=[C:32]([CH3:37])[CH:31]=2)[CH:25]=1)=O)(C)(C)C.C(O)(C(F)(F)F)=O. Given the product [Cl:14][C:12]1[C:11]([C:15]([F:17])([F:18])[F:16])=[CH:10][C:9]2[NH:19][C:20](=[O:38])[CH2:21][C:22]([C:24]3[CH:29]=[CH:28][CH:27]=[C:26]([C:30]4[C:35]([CH3:36])=[CH:34][N:33]=[C:32]([CH3:37])[CH:31]=4)[CH:25]=3)=[N:7][C:8]=2[CH:13]=1, predict the reactants needed to synthesize it. (7) Given the product [OH:16][C:9]1[C:8]([O:7][CH3:6])=[CH:13][C:12]([CH:20]=[O:21])=[C:11]([O:14][CH3:15])[CH:10]=1, predict the reactants needed to synthesize it. The reactants are: O=P(Cl)(Cl)Cl.[CH3:6][O:7][C:8]1[CH:13]=[CH:12][C:11]([O:14][CH3:15])=[CH:10][C:9]=1[OH:16].CN([CH:20]=[O:21])C.[OH-].[Na+].OS([O-])(=O)=O.[Na+]. (8) Given the product [OH:15][C:14]1[C:13]2[C:8](=[CH:9][C:10]([O:16][C:17]3[CH:18]=[CH:19][CH:20]=[CH:21][CH:22]=3)=[CH:11][CH:12]=2)[C:7]([C:23]2[CH:24]=[CH:25][CH:26]=[CH:27][CH:28]=2)=[N:6][C:5]=1[C:3]([NH:36][CH2:37][C:38]([CH3:43])([CH3:42])[C:39]([OH:41])=[O:40])=[O:2], predict the reactants needed to synthesize it. The reactants are: C[O:2][C:3]([C:5]1[N:6]=[C:7]([C:23]2[CH:28]=[CH:27][CH:26]=[CH:25][CH:24]=2)[C:8]2[C:13]([C:14]=1[OH:15])=[CH:12][CH:11]=[C:10]([O:16][C:17]1[CH:22]=[CH:21][CH:20]=[CH:19][CH:18]=1)[CH:9]=2)=O.OC(C(F)(F)F)=O.[NH2:36][CH2:37][C:38]([CH3:43])([CH3:42])[C:39]([OH:41])=[O:40].C[O-].[Na+]. (9) Given the product [Br:13][C:5]1[C:4]([C:7]2[CH:12]=[CH:11][N:10]=[CH:9][CH:8]=2)=[N:3][N:2]([CH3:1])[CH:6]=1, predict the reactants needed to synthesize it. The reactants are: [CH3:1][N:2]1[CH:6]=[CH:5][C:4]([C:7]2[CH:12]=[CH:11][N:10]=[CH:9][CH:8]=2)=[N:3]1.[Br:13]Br.CO.